The task is: Predict the reactants needed to synthesize the given product.. This data is from Full USPTO retrosynthesis dataset with 1.9M reactions from patents (1976-2016). (1) Given the product [Br:21][C:20]1[CH:19]=[C:6]([CH:5]=[CH:4][C:3]=1[O:2][CH3:1])[CH2:7][C:8]1[CH:13]=[CH:12][C:11]([NH:14][S:15]([CH3:18])(=[O:16])=[O:17])=[CH:10][CH:9]=1, predict the reactants needed to synthesize it. The reactants are: [CH3:1][O:2][C:3]1[CH:20]=[CH:19][C:6]([CH2:7][C:8]2[CH:13]=[CH:12][C:11]([NH:14][S:15]([CH3:18])(=[O:17])=[O:16])=[CH:10][CH:9]=2)=[CH:5][CH:4]=1.[Br:21]Br.OS([O-])=O.[Na+]. (2) Given the product [CH2:21]([N:18]1[CH2:17][CH2:16][CH:15]([N:8]2[C:9]3[C:14](=[CH:13][CH:12]=[CH:11][CH:10]=3)[C:6]([CH:4]([OH:5])[C:3]([NH2:33])=[O:2])=[CH:7]2)[CH2:20][CH2:19]1)[C:22]1[CH:27]=[CH:26][CH:25]=[CH:24][CH:23]=1, predict the reactants needed to synthesize it. The reactants are: C[O:2][C:3](=O)[C:4]([C:6]1[C:14]2[C:9](=[CH:10][CH:11]=[CH:12][CH:13]=2)[N:8]([CH:15]2[CH2:20][CH2:19][N:18]([CH2:21][C:22]3[CH:27]=[CH:26][CH:25]=[CH:24][CH:23]=3)[CH2:17][CH2:16]2)[CH:7]=1)=[O:5].CO.[BH4-].[Na+].[NH3:33]. (3) Given the product [CH2:3]([N:2]([CH3:1])[C:15](=[O:20])[C:16]([F:17])([F:18])[F:19])[C:4]1[CH:9]=[CH:8][CH:7]=[CH:6][CH:5]=1, predict the reactants needed to synthesize it. The reactants are: [CH3:1][NH:2][CH2:3][C:4]1[CH:9]=[CH:8][CH:7]=[CH:6][CH:5]=1.[F:17][C:16]([F:19])([F:18])[C:15](O[C:15](=[O:20])[C:16]([F:19])([F:18])[F:17])=[O:20]. (4) The reactants are: Cl[C:2]1[CH:7]=[C:6]([CH3:8])[N:5]=[C:4]([NH:9][CH3:10])[C:3]=1[N+:11]([O-:13])=[O:12].[CH3:14][O-:15].[Na+]. Given the product [CH3:14][O:15][C:2]1[CH:7]=[C:6]([CH3:8])[N:5]=[C:4]([NH:9][CH3:10])[C:3]=1[N+:11]([O-:13])=[O:12], predict the reactants needed to synthesize it.